Dataset: Catalyst prediction with 721,799 reactions and 888 catalyst types from USPTO. Task: Predict which catalyst facilitates the given reaction. Reactant: [CH2:1]([O:3][CH2:4][C:5]1[N:6]([CH2:22][CH:23]([CH3:25])[CH3:24])[C:7]2[C:16]3[C:11](=[CH:12][CH:13]=[C:14]([OH:17])[CH:15]=3)[N:10]3[N:18]=[N:19][N:20]=[C:9]3[C:8]=2[N:21]=1)[CH3:2].[N:26]1[CH:31]=[CH:30][CH:29]=[C:28]([CH2:32]O)[CH:27]=1.C1(P(C2C=CC=CC=2)C2C=CC=CC=2)C=CC=CC=1.N(C(OC(C)C)=O)=NC(OC(C)C)=O. Product: [CH2:1]([O:3][CH2:4][C:5]1[N:6]([CH2:22][CH:23]([CH3:24])[CH3:25])[C:7]2[C:16]3[C:11](=[CH:12][CH:13]=[C:14]([O:17][CH2:32][C:28]4[CH:27]=[N:26][CH:31]=[CH:30][CH:29]=4)[CH:15]=3)[N:10]3[N:18]=[N:19][N:20]=[C:9]3[C:8]=2[N:21]=1)[CH3:2]. The catalyst class is: 7.